Dataset: Full USPTO retrosynthesis dataset with 1.9M reactions from patents (1976-2016). Task: Predict the reactants needed to synthesize the given product. (1) Given the product [CH3:27][C:20]([CH3:28])([CH2:19][C:3]1[CH:4]=[CH:5][C:6]([O:8][CH2:9][CH2:10][CH2:11][NH:12][C:13]2[CH:18]=[CH:17][CH:16]=[CH:15][N:14]=2)=[CH:7][C:2]=1[C:55]#[C:54][C:48]1[CH:53]=[CH:52][CH:51]=[CH:50][CH:49]=1)[CH2:21][C:22]([O:24][CH2:25][CH3:26])=[O:23], predict the reactants needed to synthesize it. The reactants are: Br[C:2]1[CH:7]=[C:6]([O:8][CH2:9][CH2:10][CH2:11][NH:12][C:13]2[CH:18]=[CH:17][CH:16]=[CH:15][N:14]=2)[CH:5]=[CH:4][C:3]=1[CH2:19][C:20]([CH3:28])([CH3:27])[CH2:21][C:22]([O:24][CH2:25][CH3:26])=[O:23].C1(P(C2C=CC=CC=2)C2C=CC=CC=2)C=CC=CC=1.[C:48]1([C:54]#[CH:55])[CH:53]=[CH:52][CH:51]=[CH:50][CH:49]=1. (2) Given the product [F:22][C:23]1[CH:24]=[CH:25][C:26]([NH:29][C:30]([C:32]2([C:35]([NH:37][C:38]3[CH:43]=[CH:42][C:41]([O:44][C:13]4[C:12]5[C:17](=[CH:18][C:9]([O:8][CH2:1][C:2]6[CH:7]=[CH:6][CH:5]=[CH:4][CH:3]=6)=[C:10]([O:20][CH3:21])[CH:11]=5)[N:16]=[CH:15][N:14]=4)=[C:40]([F:45])[CH:39]=3)=[O:36])[CH2:34][CH2:33]2)=[O:31])=[CH:27][CH:28]=1, predict the reactants needed to synthesize it. The reactants are: [CH2:1]([O:8][C:9]1[CH:18]=[C:17]2[C:12]([C:13](Cl)=[N:14][CH:15]=[N:16]2)=[CH:11][C:10]=1[O:20][CH3:21])[C:2]1[CH:7]=[CH:6][CH:5]=[CH:4][CH:3]=1.[F:22][C:23]1[CH:28]=[CH:27][C:26]([NH:29][C:30]([C:32]2([C:35]([NH:37][C:38]3[CH:43]=[CH:42][C:41]([OH:44])=[C:40]([F:45])[CH:39]=3)=[O:36])[CH2:34][CH2:33]2)=[O:31])=[CH:25][CH:24]=1.C(=O)([O-])[O-].[K+].[K+]. (3) Given the product [Cl:22][C:13]1[CH:14]=[CH:15][CH:16]=[C:17]([C:18]([F:20])([F:21])[F:19])[C:12]=1[C:10]1[NH:11][C:7]2[CH:6]=[C:5]([C:3]([OH:4])=[O:2])[CH:24]=[CH:23][C:8]=2[N:9]=1, predict the reactants needed to synthesize it. The reactants are: C[O:2][C:3]([C:5]1[CH:24]=[CH:23][C:8]2[N:9]=[C:10]([C:12]3[C:17]([C:18]([F:21])([F:20])[F:19])=[CH:16][CH:15]=[CH:14][C:13]=3[Cl:22])[NH:11][C:7]=2[CH:6]=1)=[O:4].[OH-].[Na+].Cl. (4) Given the product [CH2:49]([O:48][CH:47]([O:51][CH2:52][CH3:53])[C@@H:46]([N:34]([CH2:35][C:36]1[C:45]2[C:40](=[CH:41][CH:42]=[CH:43][CH:44]=2)[CH:39]=[CH:38][CH:37]=1)[C:32](=[O:33])[C@@H:23]([NH:22][C:19](=[O:21])[CH2:18][N:2]([CH3:1])[NH:3][C:4](=[O:17])[NH:5][CH2:6][C:7]1[C:16]2[C:11](=[CH:12][CH:13]=[CH:14][CH:15]=2)[CH:10]=[CH:9][CH:8]=1)[CH2:24][C:25]([O:27][C:28]([CH3:30])([CH3:31])[CH3:29])=[O:26])[CH3:54])[CH3:50], predict the reactants needed to synthesize it. The reactants are: [CH3:1][N:2]([CH2:18][C:19]([OH:21])=O)[NH:3][C:4](=[O:17])[NH:5][CH2:6][C:7]1[C:16]2[C:11](=[CH:12][CH:13]=[CH:14][CH:15]=2)[CH:10]=[CH:9][CH:8]=1.[NH2:22][C@H:23]([C:32]([N:34]([C@@H:46]([CH3:54])[CH:47]([O:51][CH2:52][CH3:53])[O:48][CH2:49][CH3:50])[CH2:35][C:36]1[C:45]2[C:40](=[CH:41][CH:42]=[CH:43][CH:44]=2)[CH:39]=[CH:38][CH:37]=1)=[O:33])[CH2:24][C:25]([O:27][C:28]([CH3:31])([CH3:30])[CH3:29])=[O:26]. (5) The reactants are: [C:1]1([C:7]2[NH:8][C:9]3[CH:15]=[C:14]([CH2:16][CH2:17][OH:18])[CH:13]=[CH:12][C:10]=3[N:11]=2)[CH:6]=[CH:5][CH:4]=[CH:3][CH:2]=1.[S:19](Cl)([C:22]1[CH:28]=[CH:27][C:25]([CH3:26])=[CH:24][CH:23]=1)(=[O:21])=[O:20]. Given the product [C:1]1([C:7]2[NH:8][C:9]3[CH:15]=[C:14]([CH2:16][CH2:17][O:18][S:19]([C:22]4[CH:28]=[CH:27][C:25]([CH3:26])=[CH:24][CH:23]=4)(=[O:21])=[O:20])[CH:13]=[CH:12][C:10]=3[N:11]=2)[CH:6]=[CH:5][CH:4]=[CH:3][CH:2]=1, predict the reactants needed to synthesize it.